Dataset: Full USPTO retrosynthesis dataset with 1.9M reactions from patents (1976-2016). Task: Predict the reactants needed to synthesize the given product. (1) Given the product [ClH:29].[NH2:8][C@H:9]([CH2:16][C:17]1[CH:22]=[CH:21][C:20]([C:23]2[CH:28]=[C:27]([Cl:29])[CH:26]=[CH:25][C:24]=2[Cl:30])=[CH:19][CH:18]=1)[CH2:10][C:11]([O:13][CH2:14][CH3:15])=[O:12], predict the reactants needed to synthesize it. The reactants are: C(OC([NH:8][C@H:9]([CH2:16][C:17]1[CH:22]=[CH:21][C:20]([C:23]2[CH:28]=[C:27]([Cl:29])[CH:26]=[CH:25][C:24]=2[Cl:30])=[CH:19][CH:18]=1)[CH2:10][C:11]([O:13][CH2:14][CH3:15])=[O:12])=O)(C)(C)C.Cl.O1CCOCC1. (2) Given the product [Cl:1][C:2]1[CH:3]=[CH:4][C:5]2[O:10][CH:9]([C:11]3[O:12][C:28](=[O:29])[NH:14][N:13]=3)[O:8][C:7]([CH:21]3[CH2:22][CH2:23][CH2:24][CH2:25][CH2:26]3)([CH:15]3[CH2:20][CH2:19][CH2:18][CH2:17][CH2:16]3)[C:6]=2[CH:27]=1, predict the reactants needed to synthesize it. The reactants are: [Cl:1][C:2]1[CH:3]=[CH:4][C:5]2[O:10][CH:9]([C:11]([NH:13][NH2:14])=[O:12])[O:8][C:7]([CH:21]3[CH2:26][CH2:25][CH2:24][CH2:23][CH2:22]3)([CH:15]3[CH2:20][CH2:19][CH2:18][CH2:17][CH2:16]3)[C:6]=2[CH:27]=1.[C:28](Cl)(Cl)=[O:29].